From a dataset of Catalyst prediction with 721,799 reactions and 888 catalyst types from USPTO. Predict which catalyst facilitates the given reaction. The catalyst class is: 21. Product: [CH3:2][C:3]([CH3:20])([CH3:19])[C:4]#[C:5][CH2:6][O:7][CH2:8][CH:9]1[CH2:10][CH2:11][C:12](=[O:13])[CH2:17][CH2:18]1. Reactant: Cl.[CH3:2][C:3]([CH3:20])([CH3:19])[C:4]#[C:5][CH2:6][O:7][CH2:8][CH:9]1[CH2:18][CH2:17][C:12]2(OCC[O:13]2)[CH2:11][CH2:10]1.[OH-].[Na+].